From a dataset of Reaction yield outcomes from USPTO patents with 853,638 reactions. Predict the reaction yield, written as a fraction of the theoretical maximum amount of product (1.0 means a 100% yield; for example, 0.34 means a 34% yield). (1) The reactants are [NH:1]1[CH:5]=[CH:4][CH:3]=[C:2]1[C:6]([O:8][CH3:9])=[O:7].[H-].[Na+].Br[CH2:13][C:14]([C:16]1[CH:21]=[CH:20][C:19]([CH2:22][OH:23])=[CH:18][CH:17]=1)=[O:15].[NH4+].[Cl-]. The catalyst is CN(C=O)C.CCOC(C)=O. The product is [OH:23][CH2:22][C:19]1[CH:20]=[CH:21][C:16]([C:14](=[O:15])[CH2:13][N:1]2[CH:5]=[CH:4][CH:3]=[C:2]2[C:6]([O:8][CH3:9])=[O:7])=[CH:17][CH:18]=1. The yield is 0.170. (2) The reactants are [C:1](Cl)(=O)[O:2]C(Cl)(Cl)Cl.[NH2:9][C:10]1[CH:18]=[CH:17][CH:16]=[C:15]([CH3:19])[C:11]=1[C:12]([OH:14])=[O:13].C(OCC)C. The catalyst is O1CCOCC1. The product is [CH3:19][C:15]1[C:11]2[C:12](=[O:14])[O:13][C:1](=[O:2])[NH:9][C:10]=2[CH:18]=[CH:17][CH:16]=1. The yield is 0.560. (3) The reactants are Br[C:2]1[CH:3]=[C:4]([N:22]([CH2:29][CH3:30])[CH:23]2[CH2:28][CH2:27][O:26][CH2:25][CH2:24]2)[C:5]([CH3:21])=[C:6]([CH:20]=1)[C:7]([NH:9][CH2:10][C:11]1[C:12](=[O:19])[NH:13][C:14]([CH3:18])=[CH:15][C:16]=1[CH3:17])=[O:8].[CH3:31][C:32]1[CH:33]=[C:34]([CH:37]=[CH:38][C:39]=1B1OC(C)(C)C(C)(C)O1)[CH:35]=[O:36].C([O-])([O-])=O.[Na+].[Na+]. The catalyst is O1CCOCC1.O.C1C=CC([P]([Pd]([P](C2C=CC=CC=2)(C2C=CC=CC=2)C2C=CC=CC=2)([P](C2C=CC=CC=2)(C2C=CC=CC=2)C2C=CC=CC=2)[P](C2C=CC=CC=2)(C2C=CC=CC=2)C2C=CC=CC=2)(C2C=CC=CC=2)C2C=CC=CC=2)=CC=1. The product is [CH3:17][C:16]1[CH:15]=[C:14]([CH3:18])[NH:13][C:12](=[O:19])[C:11]=1[CH2:10][NH:9][C:7]([C:6]1[CH:20]=[C:2]([C:39]2[CH:38]=[CH:37][C:34]([CH:35]=[O:36])=[CH:33][C:32]=2[CH3:31])[CH:3]=[C:4]([N:22]([CH2:29][CH3:30])[CH:23]2[CH2:28][CH2:27][O:26][CH2:25][CH2:24]2)[C:5]=1[CH3:21])=[O:8]. The yield is 0.693. (4) The reactants are [C:1]([O:5][C:6]([NH:8][C:9]1[CH:14]=[CH:13][C:12]([C:15]2[CH:24]=[CH:23][C:18]([C:19]([O:21]C)=[O:20])=[CH:17][CH:16]=2)=[CH:11][N:10]=1)=[O:7])([CH3:4])([CH3:3])[CH3:2].O1CCCC1.[OH-].[Na+].C(O)(=O)CC(CC(O)=O)(C(O)=O)O. The catalyst is C(O)CCC.CO. The product is [C:1]([O:5][C:6]([NH:8][C:9]1[CH:14]=[CH:13][C:12]([C:15]2[CH:16]=[CH:17][C:18]([C:19]([OH:21])=[O:20])=[CH:23][CH:24]=2)=[CH:11][N:10]=1)=[O:7])([CH3:4])([CH3:2])[CH3:3]. The yield is 0.490. (5) The reactants are C(N(CC)CC)C.[Cl:8][C:9]1[CH:14]=[C:13]([CH2:15][OH:16])[CH:12]=[CH:11][N:10]=1.CS(Cl)(=O)=O.[F:22][C:23]1[CH:28]=[CH:27][C:26](O)=[CH:25][CH:24]=1.C(=O)([O-])[O-].[K+].[K+]. The catalyst is C(OCC)(=O)C.CN(C)C=O. The product is [Cl:8][C:9]1[CH:14]=[C:13]([CH2:15][O:16][C:26]2[CH:27]=[CH:28][C:23]([F:22])=[CH:24][CH:25]=2)[CH:12]=[CH:11][N:10]=1. The yield is 0.510.